From a dataset of NCI-60 drug combinations with 297,098 pairs across 59 cell lines. Regression. Given two drug SMILES strings and cell line genomic features, predict the synergy score measuring deviation from expected non-interaction effect. (1) Drug 1: CC(C1=C(C=CC(=C1Cl)F)Cl)OC2=C(N=CC(=C2)C3=CN(N=C3)C4CCNCC4)N. Drug 2: CC1=C(C=C(C=C1)NC(=O)C2=CC=C(C=C2)CN3CCN(CC3)C)NC4=NC=CC(=N4)C5=CN=CC=C5. Cell line: BT-549. Synergy scores: CSS=-9.28, Synergy_ZIP=4.35, Synergy_Bliss=1.65, Synergy_Loewe=-1.30, Synergy_HSA=-4.59. (2) Drug 1: C1CC2CC3=C(CC1C24CN(S(=O)(=O)N4)CC(F)(F)F)C=CC(=C3)C=CCN5CCC(CC5)C(F)(F)F. Drug 2: CCC1(C2=C(COC1=O)C(=O)N3CC4=CC5=C(C=CC(=C5CN(C)C)O)N=C4C3=C2)O. Cell line: SK-OV-3. Synergy scores: CSS=80.5, Synergy_ZIP=20.0, Synergy_Bliss=19.4, Synergy_Loewe=-6.82, Synergy_HSA=19.4. (3) Drug 1: CC1=C(N=C(N=C1N)C(CC(=O)N)NCC(C(=O)N)N)C(=O)NC(C(C2=CN=CN2)OC3C(C(C(C(O3)CO)O)O)OC4C(C(C(C(O4)CO)O)OC(=O)N)O)C(=O)NC(C)C(C(C)C(=O)NC(C(C)O)C(=O)NCCC5=NC(=CS5)C6=NC(=CS6)C(=O)NCCC[S+](C)C)O. Drug 2: C1C(C(OC1N2C=NC(=NC2=O)N)CO)O. Cell line: MCF7. Synergy scores: CSS=16.6, Synergy_ZIP=-5.19, Synergy_Bliss=-1.18, Synergy_Loewe=1.44, Synergy_HSA=2.15. (4) Drug 1: C1=NC2=C(N=C(N=C2N1C3C(C(C(O3)CO)O)F)Cl)N. Drug 2: CS(=O)(=O)CCNCC1=CC=C(O1)C2=CC3=C(C=C2)N=CN=C3NC4=CC(=C(C=C4)OCC5=CC(=CC=C5)F)Cl. Cell line: MDA-MB-435. Synergy scores: CSS=1.74, Synergy_ZIP=-0.303, Synergy_Bliss=1.52, Synergy_Loewe=-9.90, Synergy_HSA=-2.95. (5) Drug 1: C1=NC2=C(N1)C(=S)N=C(N2)N. Drug 2: C1C(C(OC1N2C=C(C(=O)NC2=O)F)CO)O. Cell line: NCI-H522. Synergy scores: CSS=31.2, Synergy_ZIP=-10.9, Synergy_Bliss=-6.65, Synergy_Loewe=-8.15, Synergy_HSA=-2.46.